Dataset: Reaction yield outcomes from USPTO patents with 853,638 reactions. Task: Predict the reaction yield, written as a fraction of the theoretical maximum amount of product (1.0 means a 100% yield; for example, 0.34 means a 34% yield). (1) The reactants are Br[CH:2]([C:17]1[CH:22]=[CH:21][C:20]([F:23])=[CH:19][CH:18]=1)[C:3]([C:5]1[C:13]2[C:8](=[C:9]([CH2:14][CH2:15][OH:16])[CH:10]=[CH:11][CH:12]=2)[NH:7][CH:6]=1)=[O:4].[CH3:24][O:25][C:26]1[CH:27]=[C:28]([CH:30]=[C:31]([O:33][CH3:34])[CH:32]=1)[NH2:29]. The catalyst is C(#N)C. The product is [CH3:34][O:33][C:31]1[CH:30]=[C:28]([NH:29][CH:2]([C:17]2[CH:22]=[CH:21][C:20]([F:23])=[CH:19][CH:18]=2)[C:3]([C:5]2[C:13]3[C:8](=[C:9]([CH2:14][CH2:15][OH:16])[CH:10]=[CH:11][CH:12]=3)[NH:7][CH:6]=2)=[O:4])[CH:27]=[C:26]([O:25][CH3:24])[CH:32]=1. The yield is 0.580. (2) The reactants are [C:1]([O:5][C:6]([N:8]1[CH2:13][CH2:12][CH:11]([OH:14])[CH2:10][CH2:9]1)=[O:7])([CH3:4])([CH3:3])[CH3:2].[H-].[Na+].[CH3:17]I.O. The catalyst is CN(C)C=O.C(OCC)(=O)C. The product is [C:1]([O:5][C:6]([N:8]1[CH2:13][CH2:12][CH:11]([O:14][CH3:17])[CH2:10][CH2:9]1)=[O:7])([CH3:4])([CH3:2])[CH3:3]. The yield is 0.670.